This data is from Full USPTO retrosynthesis dataset with 1.9M reactions from patents (1976-2016). The task is: Predict the reactants needed to synthesize the given product. (1) Given the product [CH3:59][O:60][C:61](=[O:126])[C@@H:62]([NH:78][C:79]([CH:81]1[CH2:94][C:93]2[CH:92]=[C:91]3[C:86]([O:87][C@@H:88]([C:97]4[CH:98]=[CH:99][C:100]([O:103][CH2:104][C:105]5[CH:110]=[CH:109][C:108]([Cl:111])=[C:107]([Cl:112])[CH:106]=5)=[CH:101][CH:102]=4)[C:89](=[O:96])[N:90]3[CH3:95])=[CH:85][C:84]=2[CH2:83][N:82]1[S:113]([C:116]1[S:120][C:119]([NH2:121])=[N:118][C:117]=1[CH3:125])(=[O:115])=[O:114])=[O:80])[CH2:63][C:64]1[CH:65]=[CH:66][C:67]([C:70]2[CH:71]=[CH:72][C:73]([C:76]#[N:77])=[CH:74][CH:75]=2)=[CH:68][CH:69]=1, predict the reactants needed to synthesize it. The reactants are: C(C1C=CC(C2C=CC(C[C@H](NC(C3CC4C=C5C(O[C@@H](C6C=CC(OCC7C=CC(Cl)=C(Cl)C=7)=CC=6)C(=O)N5C)=CC=4CN3C(O)=O)=O)C(OC)=O)=CC=2)=CC=1)#N.[CH3:59][O:60][C:61](=[O:126])[C@@H:62]([NH:78][C:79]([CH:81]1[CH2:94][C:93]2[CH:92]=[C:91]3[C:86]([O:87][C@@H:88]([C:97]4[CH:102]=[CH:101][C:100]([O:103][CH2:104][C:105]5[CH:110]=[CH:109][C:108]([Cl:111])=[C:107]([Cl:112])[CH:106]=5)=[CH:99][CH:98]=4)[C:89](=[O:96])[N:90]3[CH3:95])=[CH:85][C:84]=2[CH2:83][N:82]1[S:113]([C:116]1[S:120][C:119]([NH:121]C(=O)C)=[N:118][C:117]=1[CH3:125])(=[O:115])=[O:114])=[O:80])[CH2:63][C:64]1[CH:69]=[CH:68][C:67]([C:70]2[CH:75]=[CH:74][C:73]([C:76]#[N:77])=[CH:72][CH:71]=2)=[CH:66][CH:65]=1. (2) The reactants are: [F:1][C:2]1[CH:11]=[C:10]([F:12])[CH:9]=[C:8]2[C:3]=1[CH:4]=[CH:5][C:6](=[O:29])[N:7]2[CH2:13][CH2:14][N:15]1[CH2:20][CH2:19][CH:18]([NH:21]C(=O)OC(C)(C)C)[CH2:17][CH2:16]1.Cl. Given the product [NH2:21][CH:18]1[CH2:17][CH2:16][N:15]([CH2:14][CH2:13][N:7]2[C:8]3[C:3](=[C:2]([F:1])[CH:11]=[C:10]([F:12])[CH:9]=3)[CH:4]=[CH:5][C:6]2=[O:29])[CH2:20][CH2:19]1, predict the reactants needed to synthesize it. (3) Given the product [CH3:1][C:2]1[CH:7]=[CH:6][CH:5]=[CH:4][C:3]=1[CH2:8][CH2:9][C:10]1[CH:15]=[CH:14][N:13]=[CH:12][C:11]=1[C:16]([OH:18])=[O:17], predict the reactants needed to synthesize it. The reactants are: [CH3:1][C:2]1[CH:7]=[CH:6][CH:5]=[CH:4][C:3]=1[CH2:8][CH2:9][C:10]1[CH:15]=[CH:14][N:13]=[CH:12][C:11]=1[C:16]([O:18]CC)=[O:17].[OH-].[K+].